Predict the reactants needed to synthesize the given product. From a dataset of Full USPTO retrosynthesis dataset with 1.9M reactions from patents (1976-2016). Given the product [CH:12]([C:9]1[CH:8]=[CH:7][C:6]([NH:5][CH2:3][C:2]([F:1])([F:15])[F:16])=[CH:11][CH:10]=1)([CH3:14])[CH3:13], predict the reactants needed to synthesize it. The reactants are: [F:1][C:2]([F:16])([F:15])[C:3]([NH:5][C:6]1[CH:11]=[CH:10][C:9]([CH:12]([CH3:14])[CH3:13])=[CH:8][CH:7]=1)=O.